From a dataset of Forward reaction prediction with 1.9M reactions from USPTO patents (1976-2016). Predict the product of the given reaction. Given the reactants CN(C=O)C.[F:6][C:7]1[CH:8]=[C:9]([CH:34]=[CH:35][C:36]=1[N:37]1[CH2:42][CH2:41][O:40][CH2:39][CH2:38]1)[CH2:10][NH:11][C:12](=[O:33])/[C:13](=[CH:18]/[C:19]1[CH:24]=[CH:23][C:22]([N:25]2[CH:29]=[C:28]([CH3:30])[N:27]=[CH:26]2)=[C:21]([O:31][CH3:32])[CH:20]=1)/[CH2:14][CH2:15][CH2:16]Cl.[H-].[Na+].O, predict the reaction product. The product is: [F:6][C:7]1[CH:8]=[C:9]([CH:34]=[CH:35][C:36]=1[N:37]1[CH2:42][CH2:41][O:40][CH2:39][CH2:38]1)[CH2:10][N:11]1[CH2:16][CH2:15][CH2:14]/[C:13](=[CH:18]\[C:19]2[CH:24]=[CH:23][C:22]([N:25]3[CH:29]=[C:28]([CH3:30])[N:27]=[CH:26]3)=[C:21]([O:31][CH3:32])[CH:20]=2)/[C:12]1=[O:33].